This data is from Forward reaction prediction with 1.9M reactions from USPTO patents (1976-2016). The task is: Predict the product of the given reaction. Given the reactants F[C:2]1[CH:3]=[CH:4][C:5]2[C:10](=[O:11])O[C:8]([C:12]3[CH:17]=[CH:16][CH:15]=[CH:14][C:13]=3[O:18]C(=O)C)=[N:7][C:6]=2[CH:22]=1.[F:23][C:24]1[CH:25]=[C:26]([CH2:30][CH2:31][NH2:32])[CH:27]=[CH:28][CH:29]=1, predict the reaction product. The product is: [F:23][C:24]1[CH:25]=[C:26]([CH2:30][CH2:31][N:32]2[C:10](=[O:11])[C:5]3[C:6](=[CH:22][C:2]([NH:32][CH2:31][CH2:30][C:26]4[CH:27]=[CH:28][CH:29]=[C:24]([F:23])[CH:25]=4)=[CH:3][CH:4]=3)[N:7]=[C:8]2[C:12]2[CH:17]=[CH:16][CH:15]=[CH:14][C:13]=2[OH:18])[CH:27]=[CH:28][CH:29]=1.